From a dataset of hERG Central: cardiac toxicity at 1µM, 10µM, and general inhibition. Predict hERG channel inhibition at various concentrations. (1) The compound is CCn1c(SCC(=O)Nc2cccc(C)n2)nnc1-c1ccco1. Results: hERG_inhib (hERG inhibition (general)): blocker. (2) The drug is CCCN1CCN(CCCNC(=O)c2ccc3nc(N4CCC(C)CC4)sc3c2)CC1. Results: hERG_inhib (hERG inhibition (general)): blocker. (3) The compound is CCCCn1c(SCc2nc3ccccc3s2)nc2ccccc2c1=O. Results: hERG_inhib (hERG inhibition (general)): blocker. (4) The compound is C=CCn1c(=O)c(C=Nc2cccc([N+](=O)[O-])c2)c(O)n(CCCC)c1=O. Results: hERG_inhib (hERG inhibition (general)): blocker.